The task is: Predict the product of the given reaction.. This data is from Forward reaction prediction with 1.9M reactions from USPTO patents (1976-2016). Given the reactants [CH2:1]1[C:5]2=[C:6]3[C:7]([CH2:10][CH2:11]/[C:12]/3=[CH:13]\[C:14]#[N:15])=[N:8][CH:9]=[C:4]2[O:3][CH2:2]1, predict the reaction product. The product is: [CH2:1]1[C:5]2=[C:6]3[C:7]([CH2:10][CH2:11]/[C:12]/3=[CH:13]\[CH2:14][NH2:15])=[N:8][CH:9]=[C:4]2[O:3][CH2:2]1.